The task is: Predict which catalyst facilitates the given reaction.. This data is from Catalyst prediction with 721,799 reactions and 888 catalyst types from USPTO. Reactant: [CH2:1]([O:3][CH2:4][CH2:5][OH:6])[CH3:2].[H-].[Na+].[Cl:9][C:10]1[N:15]=[CH:14][C:13]2[N:16]=[C:17]([CH2:22]Cl)[N:18]([CH:19]([CH3:21])[CH3:20])[C:12]=2[CH:11]=1. Product: [Cl:9][C:10]1[N:15]=[CH:14][C:13]2[N:16]=[C:17]([CH2:22][O:6][CH2:5][CH2:4][O:3][CH2:1][CH3:2])[N:18]([CH:19]([CH3:21])[CH3:20])[C:12]=2[CH:11]=1. The catalyst class is: 20.